Dataset: Forward reaction prediction with 1.9M reactions from USPTO patents (1976-2016). Task: Predict the product of the given reaction. The product is: [CH2:1]([O:3][C:4]([C:6]1[CH:7]=[C:8]2[N:13]([C:14]=1[C:15]1[CH:16]=[N:17][C:18]([CH3:21])=[CH:19][CH:20]=1)[CH:12]=[CH:11][C:10]([CH2:22][O:23][S:25]([CH3:24])(=[O:27])=[O:26])=[CH:9]2)=[O:5])[CH3:2]. Given the reactants [CH2:1]([O:3][C:4]([C:6]1[CH:7]=[C:8]2[N:13]([C:14]=1[C:15]1[CH:16]=[N:17][C:18]([CH3:21])=[CH:19][CH:20]=1)[CH:12]=[CH:11][C:10]([CH2:22][OH:23])=[CH:9]2)=[O:5])[CH3:2].[CH3:24][S:25](Cl)(=[O:27])=[O:26], predict the reaction product.